This data is from Catalyst prediction with 721,799 reactions and 888 catalyst types from USPTO. The task is: Predict which catalyst facilitates the given reaction. (1) Reactant: Br[C:2]1[N:7]=[C:6]([NH2:8])[CH:5]=[C:4]([O:9][CH3:10])[CH:3]=1.[Cu][C:12]#[N:13]. Product: [NH2:8][C:6]1[N:7]=[C:2]([C:12]#[N:13])[CH:3]=[C:4]([O:9][CH3:10])[CH:5]=1. The catalyst class is: 9. (2) Reactant: CON(C)[C:4]([C:6]1[CH:11]=[CH:10][CH:9]=[CH:8][N:7]=1)=[O:5].Br[C:14]1[CH:19]=[CH:18][C:17]([O:20][CH3:21])=[CH:16][CH:15]=1. Product: [CH3:21][O:20][C:17]1[CH:18]=[CH:19][C:14]([C:4]([C:6]2[CH:11]=[CH:10][CH:9]=[CH:8][N:7]=2)=[O:5])=[CH:15][CH:16]=1. The catalyst class is: 1. (3) Reactant: C1(C)C=CC=CC=1.[C:8]([N:10]1[CH2:15][CH2:14][CH:13]([NH:16][S:17]([C:20]([CH3:23])([CH3:22])[CH3:21])(=[O:19])=[O:18])[CH2:12][CH2:11]1)#[N:9].[C:24]1([C:30]2[CH:35]=[CH:34][C:33](N)=[C:32]([NH2:37])[CH:31]=2)[CH:29]=[CH:28][CH:27]=[CH:26][CH:25]=1.[O-]S(C(F)(F)F)(=O)=O.[Yb+3].[O-]S(C(F)(F)F)(=O)=O.[O-]S(C(F)(F)F)(=O)=O. Product: [C:20]([S:17]([NH:16][CH:13]1[CH2:12][CH2:11][N:10]([C:8]2[NH:37][C:32]3[CH:31]=[C:30]([C:24]4[CH:25]=[CH:26][CH:27]=[CH:28][CH:29]=4)[CH:35]=[CH:34][C:33]=3[N:9]=2)[CH2:15][CH2:14]1)(=[O:19])=[O:18])([CH3:23])([CH3:22])[CH3:21]. The catalyst class is: 13. (4) Reactant: CN(C(ON1N=NC2C=CC=NC1=2)=[N+](C)C)C.F[P-](F)(F)(F)(F)F.[C:25]([O:29][C:30]([NH:32][C@@H:33]([C@H:45]([CH2:53][O:54][CH3:55])[CH2:46][CH:47]([CH3:52])[CH2:48][CH2:49][CH:50]=[CH2:51])[C:34]([N:36]1[CH2:40][C@H:39]([OH:41])[CH2:38][C@H:37]1[C:42]([OH:44])=O)=[O:35])=[O:31])([CH3:28])([CH3:27])[CH3:26].[NH2:56][C@:57]1([C:62]([NH:64][S:65]([CH:68]2[CH2:70][CH2:69]2)(=[O:67])=[O:66])=[O:63])[CH2:59][C@H:58]1[CH:60]=[CH2:61].CCN(C(C)C)C(C)C. Product: [CH:68]1([S:65]([NH:64][C:62]([C@@:57]2([NH:56][C:42]([C@@H:37]3[CH2:38][C@@H:39]([OH:41])[CH2:40][N:36]3[C:34](=[O:35])[C@@H:33]([NH:32][C:30](=[O:31])[O:29][C:25]([CH3:27])([CH3:28])[CH3:26])[C@H:45]([CH2:53][O:54][CH3:55])[CH2:46][CH:47]([CH3:52])[CH2:48][CH2:49][CH:50]=[CH2:51])=[O:44])[CH2:59][C@H:58]2[CH:60]=[CH2:61])=[O:63])(=[O:67])=[O:66])[CH2:70][CH2:69]1. The catalyst class is: 2. (5) Reactant: [CH2:1]([O:8][C:9]([NH:11][CH2:12][CH2:13][CH2:14][OH:15])=[O:10])[C:2]1[CH:7]=[CH:6][CH:5]=[CH:4][CH:3]=1.[C:29]1(P([C:29]2[CH:34]=[CH:33][CH:32]=[CH:31][CH:30]=2)[C:29]2[CH:34]=[CH:33][CH:32]=[CH:31][CH:30]=2)[CH:34]=[CH:33][CH:32]=[CH:31][CH:30]=1.[N:35]([C:42]([O:44]CC)=O)=NC(OCC)=O.[C:47](OCC)(=[O:49])C. Product: [CH2:1]([O:8][C:9]([NH:11][CH2:12][CH2:13][CH2:14][O:15][N:35]1[C:42](=[O:44])[C:34]2=[CH:33][CH:32]=[CH:31][CH:30]=[C:29]2[C:47]1=[O:49])=[O:10])[C:2]1[CH:7]=[CH:6][CH:5]=[CH:4][CH:3]=1. The catalyst class is: 7. (6) Product: [CH2:11]([C:9]1[N:10]=[C:3]2[C:2]([Cl:1])=[CH:7][CH:6]=[CH:5][N:4]2[CH:8]=1)[CH2:12][C:13]#[CH:14]. Reactant: [Cl:1][C:2]1[C:3]2[N:4]([CH:8]=[C:9]([CH2:11][CH2:12][C:13]#[C:14][Si](C)(C)C)[N:10]=2)[CH:5]=[CH:6][CH:7]=1. The catalyst class is: 28. (7) Reactant: [Br:1][C:2]1[C:10]2[C:9](=[O:11])[NH:8][N:7]=[CH:6][C:5]=2[S:4][CH:3]=1.[F:12][C:13]1[CH:18]=[CH:17][N:16]2[CH:19]=[C:20]([CH2:22][CH2:23]O)[N:21]=[C:15]2[CH:14]=1.C1C=CC(P(C2C=CC=CC=2)C2C=CC=CC=2)=CC=1.CCOC(/N=N/C(OCC)=O)=O. Product: [Br:1][C:2]1[C:10]2[C:9](=[O:11])[N:8]([CH2:23][CH2:22][C:20]3[N:21]=[C:15]4[CH:14]=[C:13]([F:12])[CH:18]=[CH:17][N:16]4[CH:19]=3)[N:7]=[CH:6][C:5]=2[S:4][CH:3]=1. The catalyst class is: 1. (8) Reactant: [Cl-].[Al+3].[Cl-].[Cl-].C(S)CCCCCCCCCCC.[CH3:18][O:19][C:20](=[O:34])[CH2:21][C:22]1[C:26]2[C:27]([F:33])=[CH:28][C:29]([O:31]C)=[CH:30][C:25]=2[S:24][CH:23]=1.Cl. Product: [CH3:18][O:19][C:20](=[O:34])[CH2:21][C:22]1[C:26]2[C:27]([F:33])=[CH:28][C:29]([OH:31])=[CH:30][C:25]=2[S:24][CH:23]=1. The catalyst class is: 11. (9) Reactant: CO.[O:3]1[C:8]2[CH:9]=[CH:10][C:11]([CH2:13][N:14]([CH:22]3[CH2:27][CH2:26][N:25]([CH2:28][CH2:29][N:30]4[C:39]5[C:34](=[CH:35][CH:36]=[C:37]([O:40][CH3:41])[CH:38]=5)[N:33]=[CH:32][C:31]4=[O:42])[CH2:24][CH2:23]3)C(=O)OC(C)(C)C)=[CH:12][C:7]=2[O:6][CH2:5][CH2:4]1.[ClH:43].C(OCC)(=O)C. Product: [ClH:43].[O:3]1[C:8]2[CH:9]=[CH:10][C:11]([CH2:13][NH:14][CH:22]3[CH2:23][CH2:24][N:25]([CH2:28][CH2:29][N:30]4[C:39]5[C:34](=[CH:35][CH:36]=[C:37]([O:40][CH3:41])[CH:38]=5)[N:33]=[CH:32][C:31]4=[O:42])[CH2:26][CH2:27]3)=[CH:12][C:7]=2[O:6][CH2:5][CH2:4]1. The catalyst class is: 13.